Dataset: Catalyst prediction with 721,799 reactions and 888 catalyst types from USPTO. Task: Predict which catalyst facilitates the given reaction. (1) Reactant: C[O:2][C:3]([C:5]1([C:8]2[CH:13]=[CH:12][C:11]([C:14]3[CH:19]=[CH:18][C:17]([N:20]4[C:24]([NH:25][C:26]([O:28][C@@H:29]([C:31]5[CH:36]=[CH:35][CH:34]=[CH:33][CH:32]=5)[CH3:30])=[O:27])=[C:23](C)[CH:22]=[N:21]4)=[CH:16][N:15]=3)=[CH:10][CH:9]=2)[CH2:7][CH2:6]1)=[O:4].[Li+].[OH-].Cl.COC(C1(C2C=CC(C3C=CC(N4C(NC(O[C@@H](C5C=CC=CC=5)C)=O)=CC=N4)=CN=3)=CC=2)CC1)=O. Product: [C:31]1([C@H:29]([O:28][C:26]([NH:25][C:24]2[N:20]([C:17]3[CH:18]=[CH:19][C:14]([C:11]4[CH:10]=[CH:9][C:8]([C:5]5([C:3]([OH:4])=[O:2])[CH2:6][CH2:7]5)=[CH:13][CH:12]=4)=[N:15][CH:16]=3)[N:21]=[CH:22][CH:23]=2)=[O:27])[CH3:30])[CH:36]=[CH:35][CH:34]=[CH:33][CH:32]=1. The catalyst class is: 20. (2) Reactant: [Br:1][C:2]1[CH:7]=[CH:6][C:5]([C:8]2[CH:13]=[CH:12][CH:11]=[CH:10][C:9]=2[CH2:14][OH:15])=[CH:4][C:3]=1[CH3:16].N1C=CN=C1.Cl[Si:23]([CH:30]([CH3:32])[CH3:31])([CH:27]([CH3:29])[CH3:28])[CH:24]([CH3:26])[CH3:25]. Product: [Br:1][C:2]1[CH:7]=[CH:6][C:5]([C:8]2[CH:13]=[CH:12][CH:11]=[CH:10][C:9]=2[CH2:14][O:15][Si:23]([CH:30]([CH3:32])[CH3:31])([CH:27]([CH3:29])[CH3:28])[CH:24]([CH3:26])[CH3:25])=[CH:4][C:3]=1[CH3:16]. The catalyst class is: 3. (3) Reactant: [NH2:1][C:2]1[CH:3]=[C:4]([B:10]([OH:12])[OH:11])[CH:5]=[CH:6][C:7]=1[O:8][CH3:9].CCN(CC)CC.[CH3:20][S:21](Cl)(=[O:23])=[O:22]. Product: [CH3:9][O:8][C:7]1[CH:6]=[CH:5][C:4]([B:10]([OH:12])[OH:11])=[CH:3][C:2]=1[NH:1][S:21]([CH3:20])(=[O:23])=[O:22]. The catalyst class is: 2. (4) Reactant: [H-].[Na+].[Cl:3][C:4]1[N:9]=[CH:8][N:7]=[C:6]([C:10]([C:12]2[CH:21]=[C:20]([CH3:22])[C:15]3[NH:16][C:17](=[O:19])[O:18][C:14]=3[CH:13]=2)=[O:11])[CH:5]=1.[CH2:23](I)[CH3:24]. Product: [Cl:3][C:4]1[N:9]=[CH:8][N:7]=[C:6]([C:10]([C:12]2[CH:21]=[C:20]([CH3:22])[C:15]3[N:16]([CH2:23][CH3:24])[C:17](=[O:19])[O:18][C:14]=3[CH:13]=2)=[O:11])[CH:5]=1. The catalyst class is: 3. (5) Reactant: [Br:1][C:2]1[C:3](=[O:17])[NH:4][CH:5]=[CH:6][C:7]=1[O:8][CH2:9][C:10]1[CH:15]=[CH:14][C:13]([F:16])=[CH:12][CH:11]=1.C([O-])([O-])=O.[K+].[K+].[C:24]([O:28][C:29](=[O:40])[NH:30][CH2:31][C:32]1[CH:37]=[CH:36][CH:35]=[C:34]([CH2:38]Br)[CH:33]=1)([CH3:27])([CH3:26])[CH3:25]. Product: [C:24]([O:28][C:29](=[O:40])[NH:30][CH2:31][C:32]1[CH:37]=[CH:36][CH:35]=[C:34]([CH2:38][N:4]2[CH:5]=[CH:6][C:7]([O:8][CH2:9][C:10]3[CH:15]=[CH:14][C:13]([F:16])=[CH:12][CH:11]=3)=[C:2]([Br:1])[C:3]2=[O:17])[CH:33]=1)([CH3:27])([CH3:26])[CH3:25]. The catalyst class is: 3. (6) Reactant: C([Li])CCC.Br[C:7]1[CH:15]=[CH:14][CH:13]=[C:12]2[C:8]=1[CH2:9][CH2:10][CH:11]2[O:16][Si:17]([C:20]([CH3:23])([CH3:22])[CH3:21])([CH3:19])[CH3:18].CON(C)[C:27]([CH:29]1[CH2:32][CH2:31][CH2:30]1)=[O:28].[NH4+].[Cl-]. Product: [C:20]([Si:17]([CH3:19])([CH3:18])[O:16][CH:11]1[C:12]2[C:8](=[C:7]([C:27]([CH:29]3[CH2:32][CH2:31][CH2:30]3)=[O:28])[CH:15]=[CH:14][CH:13]=2)[CH2:9][CH2:10]1)([CH3:23])([CH3:22])[CH3:21]. The catalyst class is: 7. (7) Reactant: [F:1][C:2]1[CH:22]=[CH:21][C:5]([CH2:6][NH:7][C:8]2[N:9]=[CH:10][CH:11]=[C:12]3[CH:16]=[C:15]([CH3:17])[N:14]([CH2:18][CH2:19][CH3:20])[C:13]=23)=[C:4]([CH3:23])[CH:3]=1.[Br:24]Br. Product: [Br:24][C:16]1[C:12]2[C:13](=[C:8]([NH:7][CH2:6][C:5]3[CH:21]=[CH:22][C:2]([F:1])=[CH:3][C:4]=3[CH3:23])[N:9]=[CH:10][CH:11]=2)[N:14]([CH2:18][CH2:19][CH3:20])[C:15]=1[CH3:17]. The catalyst class is: 15. (8) Reactant: [N:1]1([C:7]2[CH:12]=[CH:11][C:10]([NH:13][C:14]([C:16]3[CH:17]=[C:18]([CH:30]=[CH:31][CH:32]=3)[CH2:19][S:20][C:21]3[CH:22]=[C:23]([CH:27]=[CH:28][CH:29]=3)[C:24](O)=[O:25])=[O:15])=[C:9]([C:33]3[CH:38]=[C:37]([C:39](=[O:52])[NH:40][CH2:41][C:42]4[CH:47]=[CH:46][CH:45]=[C:44]([C:48]([F:51])([F:50])[F:49])[CH:43]=4)[CH:36]=[CH:35][N:34]=3)[CH:8]=2)[CH2:6][CH2:5][CH2:4][CH2:3][CH2:2]1.[NH2:53][CH2:54][CH2:55][O:56][CH2:57][CH2:58][O:59][CH2:60][CH2:61][O:62][CH2:63][CH2:64][C:65]([O:67][C:68]([CH3:71])([CH3:70])[CH3:69])=[O:66].C(N(C(C)C)CC)(C)C.CN(C(ON1N=NC2C=CC=NC1=2)=[N+](C)C)C.F[P-](F)(F)(F)(F)F. Product: [O:25]=[C:24]([C:23]1[CH:27]=[CH:28][CH:29]=[C:21]([S:20][CH2:19][C:18]2[CH:30]=[CH:31][CH:32]=[C:16]([C:14](=[O:15])[NH:13][C:10]3[CH:11]=[CH:12][C:7]([N:1]4[CH2:6][CH2:5][CH2:4][CH2:3][CH2:2]4)=[CH:8][C:9]=3[C:33]3[CH:38]=[C:37]([C:39](=[O:52])[NH:40][CH2:41][C:42]4[CH:47]=[CH:46][CH:45]=[C:44]([C:48]([F:51])([F:49])[F:50])[CH:43]=4)[CH:36]=[CH:35][N:34]=3)[CH:17]=2)[CH:22]=1)[NH:53][CH2:54][CH2:55][O:56][CH2:57][CH2:58][O:59][CH2:60][CH2:61][O:62][CH2:63][CH2:64][C:65]([O:67][C:68]([CH3:71])([CH3:70])[CH3:69])=[O:66]. The catalyst class is: 3. (9) Reactant: [O:1]=[C:2]1[CH2:23][O:22][C:21]2[C:4](=[CH:5][C:6]3[CH2:12][CH2:11][N:10]([C:13]([O:15][C:16]([CH3:19])([CH3:18])[CH3:17])=[O:14])[CH2:9][CH2:8][C:7]=3[CH:20]=2)[NH:3]1.Br[CH2:25][C:26]1([CH:34]=[CH:33][CH:32]=[C:31]([F:35])[CH2:30]1)C([O-])=O.C(=O)([O-])[O-].[Cs+].[Cs+].O. Product: [F:35][C:31]1[CH:30]=[C:26]([CH:34]=[CH:33][CH:32]=1)[CH2:25][N:3]1[C:4]2=[CH:5][C:6]3[CH2:12][CH2:11][N:10]([C:13]([O:15][C:16]([CH3:19])([CH3:18])[CH3:17])=[O:14])[CH2:9][CH2:8][C:7]=3[CH:20]=[C:21]2[O:22][CH2:23][C:2]1=[O:1]. The catalyst class is: 3.